This data is from Reaction yield outcomes from USPTO patents with 853,638 reactions. The task is: Predict the reaction yield, written as a fraction of the theoretical maximum amount of product (1.0 means a 100% yield; for example, 0.34 means a 34% yield). The reactants are [CH2:1]([O:3][C:4]([C:6]1[CH:11]=[CH:10][C:9](B(O)O)=[CH:8][CH:7]=1)=[O:5])[CH3:2].[O-]P([O-])([O-])=O.[K+].[K+].[K+].C([C:25]1[N:26]=[C:27]2[CH:32]=[CH:31][C:30](Br)=[CH:29][N:28]2[C:34]=1[C:35]1[CH:40]=[CH:39][C:38]([Cl:41])=[CH:37][CH:36]=1)C. The catalyst is O1CCOCC1.O.O.C1C=CC([P]([Pd]([P](C2C=CC=CC=2)(C2C=CC=CC=2)C2C=CC=CC=2)([P](C2C=CC=CC=2)(C2C=CC=CC=2)C2C=CC=CC=2)[P](C2C=CC=CC=2)(C2C=CC=CC=2)C2C=CC=CC=2)(C2C=CC=CC=2)C2C=CC=CC=2)=CC=1. The product is [Cl:41][C:38]1[CH:37]=[CH:36][C:35]([C:34]2[N:28]3[CH:29]=[C:30]([C:9]4[CH:10]=[CH:11][C:6]([C:4]([O:3][CH2:1][CH3:2])=[O:5])=[CH:7][CH:8]=4)[CH:31]=[CH:32][C:27]3=[N:26][CH:25]=2)=[CH:40][CH:39]=1. The yield is 0.580.